This data is from Experimentally validated miRNA-target interactions with 360,000+ pairs, plus equal number of negative samples. The task is: Binary Classification. Given a miRNA mature sequence and a target amino acid sequence, predict their likelihood of interaction. (1) The miRNA is hsa-miR-4642 with sequence AUGGCAUCGUCCCCUGGUGGCU. The protein sequence of the target gene is MENPRCPRRPLAEKKARSLDRPQAPGKGSESWDCHWLSLPTAPSRKALHWTTSDWARHSDSPAPSAEAHCTTAAAPTPEETGDFLPSEQRPSQDTKKGWLKTMLNFFVRTGPEEPREKASRRPRGKEGISQHPEPLEAAGEPALRKKAHHDKKPSRKKQGHKKHAAEVTKAAQDQEARGREEGLSKAAAALRSGEADLGPARRGGEDSDHQSFLIKVDGTGALDVSPHATGHQQEEELKKPDQDAIIQMIVELLKRVGDQWEEEQSLASQLGVALPNPAPAVRKKSQEKKTSLKRTSKTN.... Result: 0 (no interaction). (2) The miRNA is hsa-miR-383-3p with sequence ACAGCACUGCCUGGUCAGA. The protein sequence of the target gene is MPRPAPARRLPGLLLLLWPLLLLPSAAPDPVARPGFRRLETRGPGGSPGRRPSPAAPDGAPASGTSEPGRARGAGVCKSRPLDLVFIIDSSRSVRPLEFTKVKTFVSRIIDTLDIGPADTRVAVVNYASTVKIEFQLQAYTDKQSLKQAVGRITPLSTGTMSGLAIQTAMDEAFTVEAGAREPSSNIPKVAIIVTDGRPQDQVNEVAARAQASGIELYAVGVDRADMASLKMMASEPLEEHVFYVETYGVIEKLSSRFQETFCALDPCVLGTHQCQHVCISDGEGKHHCECSQGYTLNAD.... Result: 1 (interaction). (3) The miRNA is hsa-miR-4671-5p with sequence ACCGAAGACUGUGCGCUAAUCU. The protein sequence of the target gene is MSEEQWVSLSSEEFDQLQKYSEYSSKKIKDVLAEFNEGGSLRQYDPHKPISYDVFKLFMRAYLEVDLPQPLSTHLFLAFSQKPRQETPDHPKEGASSSEPNVSDYNSDNAAKADEACAPDTESKTTKTQAPSKELEAAAPWEDPGALASSSDAPVVYLKDVVCYLSLMETGRPQDKLEFMFRLYDSDENGLLDQAEMDQIVSQMLHVAQYLEWDPTELRPILKEMLQGMDYDKDGFVSLQEWINGGMTTIPLLVLLGMDDSGSKGDGRHAWTLKHFKKPTYCNFCRAMLMGVGKQGLCCI.... Result: 0 (no interaction).